This data is from CYP2D6 inhibition data for predicting drug metabolism from PubChem BioAssay. The task is: Regression/Classification. Given a drug SMILES string, predict its absorption, distribution, metabolism, or excretion properties. Task type varies by dataset: regression for continuous measurements (e.g., permeability, clearance, half-life) or binary classification for categorical outcomes (e.g., BBB penetration, CYP inhibition). Dataset: cyp2d6_veith. (1) The compound is N/C(Cc1ccc([N+](=O)[O-])cc1)=N\OC(=O)COc1cccc2ccccc12. The result is 0 (non-inhibitor). (2) The molecule is Nc1nnc(CC(=O)N/N=C/c2cccc([N+](=O)[O-])c2)s1. The result is 0 (non-inhibitor). (3) The drug is Cc1ccc(S(=O)(=O)O)cc1.N=C(N)SCCc1ccccn1. The result is 0 (non-inhibitor). (4) The molecule is CCC[C@@H]1C[C@@]1(CCC)C(NC(=O)OCc1ccccc1)c1ccc(-c2ccccc2)cc1. The result is 1 (inhibitor). (5) The drug is NCCCC[C@H](N[C@@H](CCc1ccccc1)C(=O)O)C(=O)N1CCC[C@H]1C(=O)O.O.O. The result is 0 (non-inhibitor). (6) The compound is COC(=O)[C@@]1(Cc2ccccc2)[C@H]2c3cc(C(=O)N4CCCC4)n(Cc4nc5ccccc5[nH]4)c3C[C@H]2CN1C(=O)c1ccccc1. The result is 1 (inhibitor).